Dataset: Full USPTO retrosynthesis dataset with 1.9M reactions from patents (1976-2016). Task: Predict the reactants needed to synthesize the given product. (1) Given the product [CH2:43]([NH:50][C:24]([C@@H:9]1[CH2:10][C:11](=[N:13][O:14][CH2:15][C:16]2[CH:17]=[CH:18][C:19]([O:22][CH3:23])=[CH:20][CH:21]=2)[CH2:12][N:8]1[C:6](=[O:7])[CH:33]([C:27]1[CH:28]=[CH:29][CH:30]=[CH:31][CH:32]=1)[C:37]1[CH:38]=[CH:39][CH:40]=[CH:41][CH:42]=1)=[O:26])[C:44]1[CH:49]=[CH:48][CH:47]=[CH:46][CH:45]=1, predict the reactants needed to synthesize it. The reactants are: C(O[C:6]([N:8]1[CH2:12][C:11](=[N:13][O:14][CH2:15][C:16]2[CH:21]=[CH:20][C:19]([O:22][CH3:23])=[CH:18][CH:17]=2)[CH2:10][C@H:9]1[C:24]([OH:26])=O)=[O:7])(C)(C)C.[C:27]1([CH:33]([C:37]2[CH:42]=[CH:41][CH:40]=[CH:39][CH:38]=2)C(Cl)=O)[CH:32]=[CH:31][CH:30]=[CH:29][CH:28]=1.[CH2:43]([NH2:50])[C:44]1[CH:49]=[CH:48][CH:47]=[CH:46][CH:45]=1. (2) The reactants are: [CH2:1]([O:3][C:4]([C:6]1[NH:7][C:8]2[C:13]([CH:14]=1)=[CH:12][C:11]([OH:15])=[C:10]([Br:16])[CH:9]=2)=[O:5])[CH3:2].[CH:17]([N:20]1[CH2:25][CH2:24][CH:23](O)[CH2:22][CH2:21]1)([CH3:19])[CH3:18].C1(P(C2C=CC=CC=2)C2C=CC=CC=2)C=CC=CC=1.N(C(OC(C)(C)C)=O)=NC(OC(C)(C)C)=O. Given the product [CH2:1]([O:3][C:4]([C:6]1[NH:7][C:8]2[C:13]([CH:14]=1)=[CH:12][C:11]([O:15][CH:23]1[CH2:24][CH2:25][N:20]([CH:17]([CH3:19])[CH3:18])[CH2:21][CH2:22]1)=[C:10]([Br:16])[CH:9]=2)=[O:5])[CH3:2], predict the reactants needed to synthesize it.